Dataset: Forward reaction prediction with 1.9M reactions from USPTO patents (1976-2016). Task: Predict the product of the given reaction. Given the reactants C([O:3][C:4](=[O:32])[CH2:5][CH:6]([N:10]1[C:14]2[CH:15]=[CH:16][CH:17]=[CH:18][C:13]=2[N:12]([CH2:19][C:20]2[C:24]3[C:25]([CH3:30])=[CH:26][C:27]([CH3:29])=[CH:28][C:23]=3[S:22][N:21]=2)[C:11]1=[O:31])[CH2:7][CH2:8][CH3:9])C.O.[Li+].[OH-], predict the reaction product. The product is: [CH3:30][C:25]1[C:24]2[C:20]([CH2:19][N:12]3[C:13]4[CH:18]=[CH:17][CH:16]=[CH:15][C:14]=4[N:10]([CH:6]([CH2:7][CH2:8][CH3:9])[CH2:5][C:4]([OH:32])=[O:3])[C:11]3=[O:31])=[N:21][S:22][C:23]=2[CH:28]=[C:27]([CH3:29])[CH:26]=1.